Dataset: Forward reaction prediction with 1.9M reactions from USPTO patents (1976-2016). Task: Predict the product of the given reaction. (1) Given the reactants [N+:1]([C:4]1[CH:5]=[CH:6][C:7]2[O:12][CH2:11][C:10](=O)[NH:9][C:8]=2[CH:14]=1)([O-:3])=[O:2], predict the reaction product. The product is: [N+:1]([C:4]1[CH:5]=[CH:6][C:7]2[O:12][CH2:11][CH2:10][NH:9][C:8]=2[CH:14]=1)([O-:3])=[O:2]. (2) Given the reactants [OH:1][C:2]1[C:7]([CH3:8])=[CH:6][C:5]([C:9]2[CH:10]=[C:11]([C:16]3[NH:17][C:18]4[C:23]([CH:24]=3)=[CH:22][CH:21]=[CH:20][CH:19]=4)[C:12](=[O:15])[NH:13][N:14]=2)=[CH:4][C:3]=1[CH3:25].[Br:26]N1C(=O)CCC1=O, predict the reaction product. The product is: [Br:26][C:24]1[C:23]2[C:18](=[CH:19][CH:20]=[CH:21][CH:22]=2)[NH:17][C:16]=1[C:11]1[C:12](=[O:15])[NH:13][N:14]=[C:9]([C:5]2[CH:6]=[C:7]([CH3:8])[C:2]([OH:1])=[C:3]([CH3:25])[CH:4]=2)[CH:10]=1. (3) The product is: [F:1][C:2]1[CH:3]=[C:4]([S:9]([C:12]2[CH:13]=[C:14]3[C:18](=[CH:19][CH:20]=2)[NH:17][N:16]=[C:15]3[NH:21][C:22](=[O:49])[C:23]2[CH:28]=[CH:27][C:26]([N:29]3[CH2:30][CH2:31][N:32]([CH3:35])[CH2:33][CH2:34]3)=[CH:25][C:24]=2[NH:36][CH:43]2[CH2:48][CH2:47][O:46][CH2:45][CH2:44]2)(=[O:10])=[O:11])[CH:5]=[C:6]([F:8])[CH:7]=1. Given the reactants [F:1][C:2]1[CH:3]=[C:4]([S:9]([C:12]2[CH:13]=[C:14]3[C:18](=[CH:19][CH:20]=2)[NH:17][N:16]=[C:15]3[NH:21][C:22](=[O:49])[C:23]2[CH:28]=[CH:27][C:26]([N:29]3[CH2:34][CH2:33][N:32]([CH3:35])[CH2:31][CH2:30]3)=[CH:25][C:24]=2[N:36]([CH:43]2[CH2:48][CH2:47][O:46][CH2:45][CH2:44]2)C(=O)C(F)(F)F)(=[O:11])=[O:10])[CH:5]=[C:6]([F:8])[CH:7]=1.C(N(CC)CC)C, predict the reaction product.